This data is from Tyrosyl-DNA phosphodiesterase HTS with 341,365 compounds. The task is: Binary Classification. Given a drug SMILES string, predict its activity (active/inactive) in a high-throughput screening assay against a specified biological target. (1) The drug is o1c(c(c2n(c3c(n2)cccc3)C)c(=O)c2c1cc(OC(=O)C(C)(C)C)c(c2)CC)CCCC(O)=O. The result is 0 (inactive). (2) The molecule is O=C1N(C(c2c1cccc2)C(=O)NCCc1cc(OC)c(OC)cc1)Cc1ccc(OCC)cc1. The result is 0 (inactive). (3) The compound is Fc1ccc(NC(=O)C(/[N+]([O-])=O)=C2\NCCCCC2)cc1. The result is 0 (inactive). (4) The drug is Clc1cc(Nc2c(n(n(c2=O)c2ccccc2)C)C)c([N+]([O-])=O)c2nonc12. The result is 0 (inactive). (5) The drug is Fc1ccc(n2ncc(C(=O)N3CCN(CC3)c3ccccc3)c2n2cccc2)cc1. The result is 0 (inactive).